Dataset: Forward reaction prediction with 1.9M reactions from USPTO patents (1976-2016). Task: Predict the product of the given reaction. (1) Given the reactants Br[CH2:2][CH:3]1[CH2:8][CH2:7][CH2:6][CH2:5][CH2:4]1.[H-].[Na+].[Na+].[I-].[CH3:13][O:14][C:15]1[CH:32]=[CH:31][C:18]([CH2:19][N:20]2[CH:29]=[C:28]3[C:22]([NH:23][CH2:24][CH2:25][CH2:26][C:27]3=[O:30])=[N:21]2)=[CH:17][CH:16]=1, predict the reaction product. The product is: [CH:3]1([CH2:2][N:23]2[CH2:24][CH2:25][CH2:26][C:27](=[O:30])[C:28]3=[CH:29][N:20]([CH2:19][C:18]4[CH:17]=[CH:16][C:15]([O:14][CH3:13])=[CH:32][CH:31]=4)[N:21]=[C:22]23)[CH2:8][CH2:7][CH2:6][CH2:5][CH2:4]1. (2) The product is: [CH:67]1([CH2:73][NH:74][C:19](=[O:20])[C:18]2[CH:22]=[CH:23][CH:24]=[C:16]([N:13]3[CH2:12][CH2:11][N:10]([CH2:9][CH2:8][CH:7]([C:25]4[CH:30]=[CH:29][CH:28]=[CH:27][CH:26]=4)[C:1]4[CH:2]=[CH:3][CH:4]=[CH:5][CH:6]=4)[CH2:15][CH2:14]3)[CH:17]=2)[CH2:72][CH2:71][CH2:70][CH2:69][CH2:68]1. Given the reactants [C:1]1([CH:7]([C:25]2[CH:30]=[CH:29][CH:28]=[CH:27][CH:26]=2)[CH2:8][CH2:9][N:10]2[CH2:15][CH2:14][N:13]([C:16]3[CH:17]=[C:18]([CH:22]=[CH:23][CH:24]=3)[C:19](O)=[O:20])[CH2:12][CH2:11]2)[CH:6]=[CH:5][CH:4]=[CH:3][CH:2]=1.CN([P+](ON1N=NC2C=CC=CC1=2)(N(C)C)N(C)C)C.F[P-](F)(F)(F)(F)F.C(N(C(C)C)CC)(C)C.[CH:67]1([CH2:73][NH2:74])[CH2:72][CH2:71][CH2:70][CH2:69][CH2:68]1, predict the reaction product. (3) The product is: [CH3:23][O:24][C:7]1[N:6]=[C:5]([C:3]([OH:2])=[O:4])[CH:10]=[C:9]([NH:11][CH2:12][CH2:13][C:14]2[CH:19]=[CH:18][C:17]([O:20][CH3:21])=[CH:16][CH:15]=2)[N:8]=1. Given the reactants C[O:2][C:3]([C:5]1[CH:10]=[C:9]([NH:11][CH2:12][CH2:13][C:14]2[CH:19]=[CH:18][C:17]([O:20][CH3:21])=[CH:16][CH:15]=2)[N:8]=[C:7](Cl)[N:6]=1)=[O:4].[CH3:23][O-:24].[Na+], predict the reaction product.